This data is from Tyrosyl-DNA phosphodiesterase HTS with 341,365 compounds. The task is: Binary Classification. Given a drug SMILES string, predict its activity (active/inactive) in a high-throughput screening assay against a specified biological target. (1) The molecule is O=C1N(C(=O)C2C1C1N(C2C(=O)c2ccccc2)CCC1)c1ccc(cc1)C. The result is 0 (inactive). (2) The drug is Clc1c(Oc2ccc(OC(C)C(OC)=O)cc2)nc(Cl)cc1. The result is 0 (inactive). (3) The drug is s1c(CN2C(=O)C(N3CCC(CC3)C(=O)N)CC2=O)ccc1. The result is 0 (inactive). (4) The molecule is OC(=O)c1c(N\N=C2\CCCCC2)cccc1. The result is 0 (inactive). (5) The compound is O(CCn1c2c(c(c1C)C(OCC)=O)cc(O)c1c2cccc1)CC. The result is 0 (inactive). (6) The drug is Clc1ccc(C(N2CCCCC2)CNC(=O)COc2c(OC)cccc2)cc1. The result is 0 (inactive). (7) The drug is Clc1cc(N(S(=O)(=O)c2ccccc2)CC(=O)NC2C3CC(C2)CC3)ccc1OC. The result is 0 (inactive).